Dataset: Full USPTO retrosynthesis dataset with 1.9M reactions from patents (1976-2016). Task: Predict the reactants needed to synthesize the given product. (1) Given the product [CH3:1][C:2]1([CH3:9])[O:6][C@@H:5]([CH2:7][O:8][C:11]2[CH:16]=[CH:15][N:14]=[C:13]([NH2:17])[CH:12]=2)[CH2:4][O:3]1, predict the reactants needed to synthesize it. The reactants are: [CH3:1][C:2]1([CH3:9])[O:6][C@@H:5]([CH2:7][OH:8])[CH2:4][O:3]1.Cl[C:11]1[CH:16]=[CH:15][N:14]=[C:13]([NH2:17])[CH:12]=1.[Na]. (2) The reactants are: [CH3:1][NH:2][CH:3]1[CH2:11][CH2:10][C:9]2[N:5]([C:6]3[CH:15]=[CH:14][CH:13]=[N:12][C:7]=3[CH:8]=2)[CH2:4]1.C(N(CC)CC)C.[F:23][C:24]1[CH:29]=[CH:28][C:27]([S:30](Cl)(=[O:32])=[O:31])=[CH:26][CH:25]=1. Given the product [F:23][C:24]1[CH:29]=[CH:28][C:27]([S:30]([N:2]([CH3:1])[CH:3]2[CH2:11][CH2:10][C:9]3[N:5]([C:6]4[CH:15]=[CH:14][CH:13]=[N:12][C:7]=4[CH:8]=3)[CH2:4]2)(=[O:32])=[O:31])=[CH:26][CH:25]=1, predict the reactants needed to synthesize it. (3) Given the product [I:21][C:20]1[C:16]([CH3:15])=[N:17][N:18]([C:5](=[O:7])[CH3:6])[C:19]=1[CH3:22], predict the reactants needed to synthesize it. The reactants are: C(O[C:5](=[O:7])[CH3:6])(=O)C.C(N(CC)CC)C.[CH3:15][C:16]1[C:20]([I:21])=[C:19]([CH3:22])[NH:18][N:17]=1. (4) Given the product [O:45]=[C:43]1[C:42]2[C:41](=[CH:49][CH:48]=[CH:47][CH:46]=2)[C:40](=[O:50])[N:44]1[CH2:19][CH:9]([NH:5][C:6](=[O:8])[O:7][C:39]([CH3:38])([CH3:34])[CH3:53])[C:10]([CH3:11])([C:12]1[CH:13]=[CH:14][CH:15]=[CH:16][CH:17]=1)[CH3:18], predict the reactants needed to synthesize it. The reactants are: CC([N:5]([CH:9]([CH2:19]O)[C:10]([CH3:18])([C:12]1[CH:17]=[CH:16][CH:15]=[CH:14][CH:13]=1)[CH3:11])[C:6](=[O:8])[O-:7])(C)C.C1(P([C:34]2[CH:39]=[CH:38]C=CC=2)C2C=CC=CC=2)C=CC=CC=1.[C:40]1(=[O:50])[NH:44][C:43](=[O:45])[C:42]2=[CH:46][CH:47]=[CH:48][CH:49]=[C:41]12.N(C(OCC)=O)=N[C:53](OCC)=O.